Dataset: Full USPTO retrosynthesis dataset with 1.9M reactions from patents (1976-2016). Task: Predict the reactants needed to synthesize the given product. Given the product [N:1]1[CH:6]=[CH:5][CH:4]=[C:3]([C:7]2([C:11]3[S:12][CH:13]=[C:14]([CH2:16][OH:17])[N:15]=3)[CH2:10][CH2:9][CH2:8]2)[CH:2]=1, predict the reactants needed to synthesize it. The reactants are: [N:1]1[CH:6]=[CH:5][CH:4]=[C:3]([C:7]2([C:11]3[S:12][CH:13]=[C:14]([C:16](OCC)=[O:17])[N:15]=3)[CH2:10][CH2:9][CH2:8]2)[CH:2]=1.[Li+].[BH4-].CO.